Dataset: Forward reaction prediction with 1.9M reactions from USPTO patents (1976-2016). Task: Predict the product of the given reaction. (1) The product is: [Br:1][C:2]1[C:3]([OH:16])=[N:4][C:5]([NH:8][C:9]2[CH:14]=[CH:13][CH:12]=[C:11]([F:15])[CH:10]=2)=[N:6][CH:7]=1. Given the reactants [Br:1][C:2]1[C:3]([O:16]C)=[N:4][C:5]([NH:8][C:9]2[CH:14]=[CH:13][CH:12]=[C:11]([F:15])[CH:10]=2)=[N:6][CH:7]=1.O.C([O-])(O)=O.[Na+], predict the reaction product. (2) Given the reactants Br[C:2]1[CH:29]=[CH:28][C:5]([CH2:6][N:7]2[CH:11]=[C:10]([C:12]3[CH:17]=[CH:16][C:15]([Cl:18])=[CH:14][C:13]=3[Cl:19])[N:9]=[C:8]2[C:20]2[CH:25]=[CH:24][C:23]([O:26][CH3:27])=[CH:22][CH:21]=2)=[CH:4][CH:3]=1.[F:30][C:31]([F:42])([F:41])[C:32]1[CH:33]=[C:34](B(O)O)[CH:35]=[CH:36][CH:37]=1, predict the reaction product. The product is: [Cl:19][C:13]1[CH:14]=[C:15]([Cl:18])[CH:16]=[CH:17][C:12]=1[C:10]1[N:9]=[C:8]([C:20]2[CH:21]=[CH:22][C:23]([O:26][CH3:27])=[CH:24][CH:25]=2)[N:7]([CH2:6][C:5]2[CH:28]=[CH:29][C:2]([C:34]3[CH:35]=[CH:36][CH:37]=[C:32]([C:31]([F:42])([F:41])[F:30])[CH:33]=3)=[CH:3][CH:4]=2)[CH:11]=1.